This data is from Full USPTO retrosynthesis dataset with 1.9M reactions from patents (1976-2016). The task is: Predict the reactants needed to synthesize the given product. (1) Given the product [S:1]1[C:5]2[CH:6]=[CH:7][CH:8]=[CH:9][C:4]=2[C:3]([C:10]2[CH:11]=[C:12]([CH:26]=[CH:27][CH:28]=2)[CH2:13][O:14][C:15]2[CH:16]=[CH:17][C:18]([CH2:21][CH2:22][C:23]([NH:37][CH2:36][C:35]#[N:34])=[O:25])=[CH:19][CH:20]=2)=[CH:2]1, predict the reactants needed to synthesize it. The reactants are: [S:1]1[C:5]2[CH:6]=[CH:7][CH:8]=[CH:9][C:4]=2[C:3]([C:10]2[CH:11]=[C:12]([CH:26]=[CH:27][CH:28]=2)[CH2:13][O:14][C:15]2[CH:20]=[CH:19][C:18]([CH2:21][CH2:22][C:23]([OH:25])=O)=[CH:17][CH:16]=2)=[CH:2]1.S(O)(O)(=O)=O.[NH2:34][CH2:35][C:36]#[N:37].C(N(CC)CC)C.ON1C2C=CC=CC=2N=N1.Cl.C(N=C=NCCCN(C)C)C. (2) Given the product [CH3:1][C:2]1([CH3:25])[CH2:6][C:5]2[C:7]([CH3:24])=[C:8]([N:13]3[CH2:14][C:15]4[C:20](=[CH:19][CH:18]=[CH:17][CH:16]=4)[CH2:21]3)[C:9]([CH3:12])=[C:10]([CH3:11])[C:4]=2[O:3]1, predict the reactants needed to synthesize it. The reactants are: [CH3:1][C:2]1([CH3:25])[CH2:6][C:5]2[C:7]([CH3:24])=[C:8]([N:13]3[C:21](=O)[C:20]4[C:15](=[CH:16][CH:17]=[CH:18][CH:19]=4)[C:14]3=O)[C:9]([CH3:12])=[C:10]([CH3:11])[C:4]=2[O:3]1. (3) Given the product [CH3:1][O:2][C:3]1[CH:4]=[C:5]2[C:10](=[CH:11][C:12]=1[O:13][CH3:14])[N:9]=[CH:8][CH:7]=[C:6]2[O:15][C:16]1[CH:22]=[CH:21][C:19]([NH:20][C:36](=[O:35])[O:37][CH2:28][CH2:27][CH2:26][CH3:25])=[C:18]([CH3:23])[C:17]=1[CH3:24], predict the reactants needed to synthesize it. The reactants are: [CH3:1][O:2][C:3]1[CH:4]=[C:5]2[C:10](=[CH:11][C:12]=1[O:13][CH3:14])[N:9]=[CH:8][CH:7]=[C:6]2[O:15][C:16]1[CH:22]=[CH:21][C:19]([NH2:20])=[C:18]([CH3:23])[C:17]=1[CH3:24].[C:25]1(C)C=C[CH:28]=[CH:27][CH:26]=1.ClC(Cl)([O:35][C:36](=O)[O:37]C(Cl)(Cl)Cl)Cl.C(=O)(O)[O-].[Na+].